Predict the reactants needed to synthesize the given product. From a dataset of Full USPTO retrosynthesis dataset with 1.9M reactions from patents (1976-2016). (1) Given the product [Cl:1][C:2]1[CH:3]=[CH:4][C:5]([CH2:6][N:7]2[C:12]([NH:13][C:14]3[CH:19]=[CH:18][C:17]([O:20][CH:21]([CH3:23])[CH3:22])=[C:16]([F:24])[CH:15]=3)=[N:11][C:10](=[O:25])[N:9]([CH2:42][C:43]3[CH:48]=[CH:47][CH:46]=[CH:45][N:44]=3)[C:8]2=[O:26])=[CH:27][CH:28]=1, predict the reactants needed to synthesize it. The reactants are: [Cl:1][C:2]1[CH:28]=[CH:27][C:5]([CH2:6][N:7]2[C:12]([NH:13][C:14]3[CH:19]=[CH:18][C:17]([O:20][CH:21]([CH3:23])[CH3:22])=[C:16]([F:24])[CH:15]=3)=[N:11][C:10](=[O:25])[NH:9][C:8]2=[O:26])=[CH:4][CH:3]=1.CN(C=O)C.CC(C)([O-])C.[K+].Br.Br[CH2:42][C:43]1[CH:48]=[CH:47][CH:46]=[CH:45][N:44]=1. (2) Given the product [ClH:1].[NH2:14][C:4]1[CH:3]=[C:2]([Cl:1])[CH:7]=[CH:6][C:5]=1[C@@H:8]1[CH2:12][NH:11][C:10](=[O:13])[CH2:9]1, predict the reactants needed to synthesize it. The reactants are: [Cl:1][C:2]1[CH:7]=[CH:6][C:5]([C@@H:8]2[CH2:12][NH:11][C:10](=[O:13])[CH2:9]2)=[C:4]([N+:14]([O-])=O)[CH:3]=1.Cl[Sn]Cl. (3) Given the product [ClH:12].[Br:16][C:17]1[CH:18]=[CH:19][C:20]([S:25]([CH3:28])(=[O:27])=[O:26])=[C:21]([CH:22]=1)[CH2:23][N:24]1[CH:10]=[C:11]([Cl:12])[CH:7]=[C:3]([C:4]([NH2:6])=[O:5])[C:1]1=[NH:2], predict the reactants needed to synthesize it. The reactants are: [C:1]([CH:3]([CH:7]1[C:11]([Cl:12])=[C:10](Cl)C(=O)O1)[C:4]([NH2:6])=[O:5])#[N:2].Cl.[Br:16][C:17]1[CH:18]=[CH:19][C:20]([S:25]([CH3:28])(=[O:27])=[O:26])=[C:21]([CH2:23][NH2:24])[CH:22]=1.C(=O)([O-])[O-].[K+].[K+].[OH-].[Na+].